Dataset: Forward reaction prediction with 1.9M reactions from USPTO patents (1976-2016). Task: Predict the product of the given reaction. (1) Given the reactants [NH2:1][C:2]1[CH:10]=[CH:9][CH:8]=[C:7]2[C:3]=1[CH:4]=[N:5][N:6]2[C:11]([C:21]1[O:25][N:24]=[C:23]([C:26]([O:28][CH2:29][CH3:30])=[O:27])[N:22]=1)([C:14]1[CH:19]=[CH:18][C:17]([Cl:20])=[CH:16][CH:15]=1)[CH2:12][CH3:13].CN1CCOCC1.[CH3:38][S:39](Cl)(=[O:41])=[O:40], predict the reaction product. The product is: [Cl:20][C:17]1[CH:16]=[CH:15][C:14]([C:11]([C:21]2[O:25][N:24]=[C:23]([C:26]([O:28][CH2:29][CH3:30])=[O:27])[N:22]=2)([N:6]2[C:7]3[C:3](=[C:2]([NH:1][S:39]([CH3:38])(=[O:41])=[O:40])[CH:10]=[CH:9][CH:8]=3)[CH:4]=[N:5]2)[CH2:12][CH3:13])=[CH:19][CH:18]=1. (2) Given the reactants F[C:2]1[CH:7]=[CH:6][C:5]([N+:8]([O-:10])=[O:9])=[CH:4][CH:3]=1.CN1CCCC1=O.[OH:18][CH2:19][CH2:20][N:21]([CH2:25][CH2:26][OH:27])[CH2:22][CH2:23][NH2:24], predict the reaction product. The product is: [N+:8]([C:5]1[CH:6]=[CH:7][C:2]([NH:24][CH2:23][CH2:22][N:21]([CH2:25][CH2:26][OH:27])[CH2:20][CH2:19][OH:18])=[CH:3][CH:4]=1)([O-:10])=[O:9]. (3) Given the reactants [CH3:1][O:2][C:3](=[O:14])[C:4]([CH3:13])([CH3:12])[CH2:5][NH:6][CH:7]1[CH2:11][CH2:10][CH2:9][CH2:8]1.[Cl:15][C:16]1[N:21]=[C:20](Cl)[C:19]([N+:23]([O-:25])=[O:24])=[CH:18][N:17]=1.CCOCC.C(=O)(O)[O-].[K+], predict the reaction product. The product is: [CH3:1][O:2][C:3](=[O:14])[C:4]([CH3:12])([CH3:13])[CH2:5][N:6]([C:18]1[C:19]([N+:23]([O-:25])=[O:24])=[CH:20][N:21]=[C:16]([Cl:15])[N:17]=1)[CH:7]1[CH2:8][CH2:9][CH2:10][CH2:11]1. (4) Given the reactants ClC1C(F)=C(C=C(C(F)(F)F)C=1)CN1CCC(COC2C(C3CC3)=CC(C(O)=O)=C(F)C=2)(F)CC1.[Br:36][C:37]1[CH:42]=[CH:41][C:40]([S:43]([N:46]2[CH2:51][CH2:50][CH:49]([CH2:52][O:53][C:54]3[C:62]([CH:63]4[CH2:65][CH2:64]4)=[CH:61][C:57]([C:58](O)=[O:59])=[C:56]([F:66])[CH:55]=3)[CH2:48][CH2:47]2)(=[O:45])=[O:44])=[CH:39][C:38]=1[Cl:67].[CH:68]1([S:71]([NH2:74])(=[O:73])=[O:72])[CH2:70][CH2:69]1, predict the reaction product. The product is: [Br:36][C:37]1[CH:42]=[CH:41][C:40]([S:43]([N:46]2[CH2:47][CH2:48][CH:49]([CH2:52][O:53][C:54]3[C:62]([CH:63]4[CH2:64][CH2:65]4)=[CH:61][C:57]([C:58]([NH:74][S:71]([CH:68]4[CH2:70][CH2:69]4)(=[O:73])=[O:72])=[O:59])=[C:56]([F:66])[CH:55]=3)[CH2:50][CH2:51]2)(=[O:44])=[O:45])=[CH:39][C:38]=1[Cl:67]. (5) Given the reactants C([O:5][C:6](=[O:40])[C:7]1[CH:12]=[CH:11][CH:10]=[C:9]([CH2:13][CH:14]([NH:28][C:29](=[O:37])[CH2:30][CH2:31][C:32]2[S:36][CH:35]=[N:34][CH:33]=2)[B:15]2OC3C(C)(C4CC(C3)C4(C)C)[O:16]2)[C:8]=1[O:38]C)(C)(C)C.B(Br)(Br)Br, predict the reaction product. The product is: [OH:16][B:15]1[CH:14]([NH:28][C:29](=[O:37])[CH2:30][CH2:31][C:32]2[S:36][CH:35]=[N:34][CH:33]=2)[CH2:13][C:9]2[CH:10]=[CH:11][CH:12]=[C:7]([C:6]([OH:5])=[O:40])[C:8]=2[O:38]1. (6) Given the reactants [NH:1]1[C:9]2[C:4](=[CH:5][CH:6]=[CH:7][CH:8]=2)[C:3]([C:10](=[N:12]O)[CH3:11])=[CH:2]1.C(O)(=O)C.[H][H], predict the reaction product. The product is: [NH:1]1[C:9]2[C:4](=[CH:5][CH:6]=[CH:7][CH:8]=2)[C:3]([CH:10]([NH2:12])[CH3:11])=[CH:2]1. (7) Given the reactants [Cl:1][C:2]1[CH:7]=[CH:6][C:5]([F:8])=[CH:4][C:3]=1[N:9]1[CH2:14][CH2:13][N:12]([C:15]2[S:16][C:17]([C:20]3[N:21]=[N:22][N:23]([CH2:25][C:26]([O:28]C(C)(C)C)=[O:27])[N:24]=3)=[CH:18][N:19]=2)[CH2:11][CH2:10]1.C(O)=O, predict the reaction product. The product is: [Cl:1][C:2]1[CH:7]=[CH:6][C:5]([F:8])=[CH:4][C:3]=1[N:9]1[CH2:14][CH2:13][N:12]([C:15]2[S:16][C:17]([C:20]3[N:21]=[N:22][N:23]([CH2:25][C:26]([OH:28])=[O:27])[N:24]=3)=[CH:18][N:19]=2)[CH2:11][CH2:10]1.